Dataset: Catalyst prediction with 721,799 reactions and 888 catalyst types from USPTO. Task: Predict which catalyst facilitates the given reaction. (1) Reactant: [N:1]1([C:7]2[CH:12]=[CH:11][C:10]([NH:13][C:14]([C:16]3[C:17]([C:25]4[CH:30]=[CH:29][C:28]([CH:31]([CH3:33])[CH3:32])=[CH:27][CH:26]=4)=[C:18]([CH:22]([CH3:24])[CH3:23])[CH:19]=[CH:20][CH:21]=3)=[O:15])=[CH:9][N:8]=2)[CH2:6][CH2:5][NH:4][CH2:3][CH2:2]1.C(=O)([O-])[O-].[Cs+].[Cs+].Br[CH2:41][CH2:42][CH3:43].O. Product: [CH2:41]([N:4]1[CH2:3][CH2:2][N:1]([C:7]2[CH:12]=[CH:11][C:10]([NH:13][C:14]([C:16]3[C:17]([C:25]4[CH:26]=[CH:27][C:28]([CH:31]([CH3:33])[CH3:32])=[CH:29][CH:30]=4)=[C:18]([CH:22]([CH3:24])[CH3:23])[CH:19]=[CH:20][CH:21]=3)=[O:15])=[CH:9][N:8]=2)[CH2:6][CH2:5]1)[CH2:42][CH3:43]. The catalyst class is: 21. (2) Reactant: Br[C:2]1[CH:3]=[N:4][C:5]([NH:8][C:9]2[CH:25]=[CH:24][C:12]([CH2:13][CH2:14][N:15]3[CH2:20][CH2:19][CH:18]([C:21]([OH:23])=[O:22])[CH2:17][CH2:16]3)=[CH:11][CH:10]=2)=[N:6][CH:7]=1.[F:26][CH:27]([F:44])[O:28][C:29]1[CH:34]=[CH:33][C:32](B2OC(C)(C)C(C)(C)O2)=[CH:31][CH:30]=1.C([O-])([O-])=O.[Na+].[Na+]. Product: [F:26][CH:27]([F:44])[O:28][C:29]1[CH:34]=[CH:33][C:32]([C:2]2[CH:3]=[N:4][C:5]([NH:8][C:9]3[CH:25]=[CH:24][C:12]([CH2:13][CH2:14][N:15]4[CH2:20][CH2:19][CH:18]([C:21]([OH:23])=[O:22])[CH2:17][CH2:16]4)=[CH:11][CH:10]=3)=[N:6][CH:7]=2)=[CH:31][CH:30]=1. The catalyst class is: 77. (3) The catalyst class is: 11. Product: [Br:1][C:2]1[CH:7]=[CH:6][C:5]([CH:8]([NH2:18])[C:9]([F:12])([F:11])[F:10])=[CH:4][CH:3]=1. Reactant: [Br:1][C:2]1[CH:7]=[CH:6][C:5]([C:8](=O)[C:9]([F:12])([F:11])[F:10])=[CH:4][CH:3]=1.C[Si]([NH-:18])(C)C.C[Si]([NH-])(C)C.[Li+].[Li+].S(C)C.[OH-].[Na+].